Predict the reactants needed to synthesize the given product. From a dataset of Full USPTO retrosynthesis dataset with 1.9M reactions from patents (1976-2016). Given the product [C:9]([O:10][CH2:9][CH:8]([C:2]1[CH:3]=[CH:4][CH:5]=[CH:6][CH:7]=1)[S:11][C:12]1[CH:17]=[CH:16][CH:15]=[CH:14][CH:13]=1)(=[O:10])[CH:8]=[CH2:2], predict the reactants needed to synthesize it. The reactants are: [Cl-].[C:2]1([CH:8]([S:11][C:12]2[CH:17]=[CH:16][CH:15]=[CH:14][CH:13]=2)[CH2:9][OH:10])[CH:7]=[CH:6][CH:5]=[CH:4][CH:3]=1.